This data is from Reaction yield outcomes from USPTO patents with 853,638 reactions. The task is: Predict the reaction yield, written as a fraction of the theoretical maximum amount of product (1.0 means a 100% yield; for example, 0.34 means a 34% yield). (1) The reactants are [F:1][C:2]1[CH:3]=[C:4]([CH:6]=[CH:7][CH:8]=1)[NH2:5].O=[C:10]1[CH2:15][CH2:14][N:13]([C:16]([O:18][C:19]([CH3:22])([CH3:21])[CH3:20])=[O:17])[CH2:12][CH2:11]1.C(O)(=O)C.C([BH3-])#N.[Na+].[OH-].[Na+]. The catalyst is CO. The product is [F:1][C:2]1[CH:3]=[C:4]([CH:6]=[CH:7][CH:8]=1)[NH:5][CH:10]1[CH2:15][CH2:14][N:13]([C:16]([O:18][C:19]([CH3:22])([CH3:21])[CH3:20])=[O:17])[CH2:12][CH2:11]1. The yield is 0.630. (2) The reactants are Br[C:2]1[CH:7]=[CH:6][CH:5]=[CH:4][C:3]=1[Cl:8].[F:9][C:10]1[CH:15]=[CH:14][CH:13]=[C:12]([O:16][CH3:17])[C:11]=1B(O)O.CC1C=CC(S(OCC2CC3C(C4C=CC=CC=4)=CC=CC=3O2)(=O)=O)=CC=1. No catalyst specified. The product is [CH3:17][O:16][C:12]1[C:11]([C:2]2[CH:7]=[CH:6][CH:5]=[CH:4][C:3]=2[Cl:8])=[C:10]([F:9])[CH:15]=[CH:14][CH:13]=1. The yield is 0.290.